From a dataset of Catalyst prediction with 721,799 reactions and 888 catalyst types from USPTO. Predict which catalyst facilitates the given reaction. (1) Reactant: [C:1]([O:5][CH2:6][CH2:7][CH2:8][CH2:9][CH2:10][CH2:11][CH2:12][CH2:13][CH2:14][CH2:15][CH2:16][CH2:17][CH2:18][CH2:19][CH2:20][CH2:21][CH2:22][CH2:23][CH2:24][CH2:25][CH2:26][CH3:27])(=[O:4])[CH:2]=[CH2:3]. Product: [CH2:27]=[CH:26][C:25]1[CH:20]=[CH:21][CH:22]=[CH:23][CH:24]=1.[C:1]([O:5][CH2:6][CH2:7][CH2:8][CH2:9][CH2:10][CH2:11][CH2:12][CH2:13][CH2:14][CH2:15][CH2:16][CH2:17][CH2:18][CH2:19][CH2:20][CH2:21][CH2:22][CH2:23][CH2:24][CH2:25][CH2:26][CH3:27])(=[O:4])[CH:2]=[CH2:3]. The catalyst class is: 36. (2) Reactant: C([O:4][CH2:5][C:6](Cl)=[O:7])(=O)C.[F:9][C:10]1[CH:15]=[CH:14][C:13]([N:16]2[C:24]3[C:19](=[CH:20][C:21]([O:26][C@H:27]([C:31]4[CH:36]=[CH:35][CH:34]=[CH:33][CH:32]=4)[C@@H:28]([NH2:30])[CH3:29])=[C:22]([CH3:25])[CH:23]=3)[CH:18]=[N:17]2)=[CH:12][CH:11]=1.C(N(CC)CC)C. Product: [F:9][C:10]1[CH:11]=[CH:12][C:13]([N:16]2[C:24]3[C:19](=[CH:20][C:21]([O:26][C@H:27]([C:31]4[CH:32]=[CH:33][CH:34]=[CH:35][CH:36]=4)[C@@H:28]([NH:30][C:5](=[O:4])[CH2:6][OH:7])[CH3:29])=[C:22]([CH3:25])[CH:23]=3)[CH:18]=[N:17]2)=[CH:14][CH:15]=1. The catalyst class is: 1. (3) Reactant: C(N(CC)CC)C.[NH2:8][N:9]1[CH:13]=[CH:12][CH:11]=[C:10]1[C:14]([NH2:16])=[O:15].Cl[C:18]([C:20]1[CH:29]=[CH:28][C:23]([C:24]([O:26][CH3:27])=[O:25])=[CH:22][CH:21]=1)=[O:19]. Product: [C:14]([C:10]1[N:9]([NH:8][C:18]([C:20]2[CH:29]=[CH:28][C:23]([C:24]([O:26][CH3:27])=[O:25])=[CH:22][CH:21]=2)=[O:19])[CH:13]=[CH:12][CH:11]=1)(=[O:15])[NH2:16]. The catalyst class is: 245. (4) Reactant: [NH2:1][C:2]1[CH:7]=[CH:6][C:5]([C@H:8]([CH3:15])[CH2:9][C:10]([O:12][CH2:13][CH3:14])=[O:11])=[CH:4][CH:3]=1.C(N(C(C)C)CC)(C)C.[CH3:25][O:26][C:27]1[C:32]2[N:33]=[C:34]([NH:36][C:37]3[CH:42]=[CH:41][CH:40]=[CH:39][C:38]=3[CH3:43])[O:35][C:31]=2[CH:30]=[C:29]([CH2:44][C:45](O)=[O:46])[CH:28]=1.F[P-](F)(F)(F)(F)F.N1(OC(N(C)C)=[N+](C)C)C2N=CC=CC=2N=N1. Product: [CH3:25][O:26][C:27]1[C:32]2[N:33]=[C:34]([NH:36][C:37]3[CH:42]=[CH:41][CH:40]=[CH:39][C:38]=3[CH3:43])[O:35][C:31]=2[CH:30]=[C:29]([CH2:44][C:45]([NH:1][C:2]2[CH:3]=[CH:4][C:5]([C@H:8]([CH3:15])[CH2:9][C:10]([O:12][CH2:13][CH3:14])=[O:11])=[CH:6][CH:7]=2)=[O:46])[CH:28]=1. The catalyst class is: 9. (5) Reactant: B.N1C=CC=C[C:3]=1C.[CH3:9][C:10]1[CH:11]=[CH:12][C:13]([CH:16]([NH:23][C:24]2[CH:37]=[C:36]3[C:27]([O:28][C:29]4[C:30]([C:38]5[NH:43][C:42](=[O:44])[CH:41]=[C:40]([N:45]6[CH2:50][CH2:49][O:48][CH2:47][CH2:46]6)[CH:39]=5)=[CH:31][CH:32]=[CH:33][C:34]=4[CH2:35]3)=[CH:26][CH:25]=2)[C@@H:17]2[O:22][CH2:21][CH2:20][NH:19][CH2:18]2)=[N:14][CH:15]=1.C=O.C(=O)([O-])O.[Na+]. Product: [CH3:3][N:19]1[CH2:20][CH2:21][O:22][C@@H:17]([CH:16]([NH:23][C:24]2[CH:37]=[C:36]3[C:27]([O:28][C:29]4[C:30]([C:38]5[NH:43][C:42](=[O:44])[CH:41]=[C:40]([N:45]6[CH2:50][CH2:49][O:48][CH2:47][CH2:46]6)[CH:39]=5)=[CH:31][CH:32]=[CH:33][C:34]=4[CH2:35]3)=[CH:26][CH:25]=2)[C:13]2[CH:12]=[CH:11][C:10]([CH3:9])=[CH:15][N:14]=2)[CH2:18]1. The catalyst class is: 404.